Dataset: Forward reaction prediction with 1.9M reactions from USPTO patents (1976-2016). Task: Predict the product of the given reaction. (1) Given the reactants [Cl:1][C:2]1[CH:3]=[C:4]([CH:6]=[CH:7][C:8]=1[Cl:9])[NH2:5].Cl[C:11]1[CH:16]=[C:15]([CH2:17][O:18][CH3:19])[N:14]=[CH:13][N:12]=1, predict the reaction product. The product is: [Cl:1][C:2]1[CH:3]=[C:4]([NH:5][C:11]2[CH:16]=[C:15]([CH2:17][O:18][CH3:19])[N:14]=[CH:13][N:12]=2)[CH:6]=[CH:7][C:8]=1[Cl:9]. (2) Given the reactants C(O[C:4]([C:6]1[C:10]([CH3:11])=[C:9]([C:12]2[CH:17]=[CH:16][C:15]([Cl:18])=[CH:14][CH:13]=2)[N:8]([C:19]2[CH:24]=[CH:23][CH:22]=[CH:21][C:20]=2[Cl:25])[N:7]=1)=[O:5])C.[CH2:26]([O:28][C:29]([C:31]1([C:37]2[CH:42]=[CH:41][CH:40]=[CH:39][CH:38]=2)[CH2:36][CH2:35][NH:34][CH2:33][CH2:32]1)=[O:30])[CH3:27].ClC1C=CC(C2N(C3C=CC=CC=3Cl)N=C(C(N3CCN(C4C=CC=CC=4)CC3)=O)C=2CC#N)=CC=1, predict the reaction product. The product is: [CH2:26]([O:28][C:29]([C:31]1([C:37]2[CH:38]=[CH:39][CH:40]=[CH:41][CH:42]=2)[CH2:32][CH2:33][N:34]([C:4]([C:6]2[C:10]([CH3:11])=[C:9]([C:12]3[CH:17]=[CH:16][C:15]([Cl:18])=[CH:14][CH:13]=3)[N:8]([C:19]3[CH:24]=[CH:23][CH:22]=[CH:21][C:20]=3[Cl:25])[N:7]=2)=[O:5])[CH2:35][CH2:36]1)=[O:30])[CH3:27].